This data is from Forward reaction prediction with 1.9M reactions from USPTO patents (1976-2016). The task is: Predict the product of the given reaction. (1) Given the reactants [Cl:1][C:2]1[CH:7]=[C:6]([O:8][CH2:9][CH3:10])[CH:5]=[CH:4][C:3]=1[C:11]1[CH:16]=[CH:15][C:14]([C:17]([OH:19])=[O:18])=[CH:13][CH:12]=1.[CH3:20][N:21]([CH3:36])[CH2:22][CH2:23][N:24]([CH3:35])[C:25]1[S:26][C:27]2[CH:33]=[C:32]([NH2:34])[CH:31]=[CH:30][C:28]=2[N:29]=1, predict the reaction product. The product is: [ClH:1].[CH3:20][N:21]([CH3:36])[CH2:22][CH2:23][N:24]([CH3:35])[C:25]1[S:26][C:27]2[CH:33]=[C:32]([NH:34][C:17]([C:14]3[CH:13]=[CH:12][C:11]([C:3]4[CH:4]=[CH:5][C:6]([O:8][CH2:9][CH3:10])=[CH:7][C:2]=4[Cl:1])=[CH:16][CH:15]=3)=[O:19])[CH:31]=[CH:30][C:28]=2[N:29]=1.[CH3:20][N:21]([CH3:36])[CH2:22][CH2:23][N:24]([CH3:35])[C:25]1[S:26][C:27]2[CH:33]=[C:32]([NH:34][C:17]([C:14]3[CH:15]=[CH:16][C:11]([C:3]4[CH:4]=[CH:5][C:6]([O:8][CH2:9][CH3:10])=[CH:7][C:2]=4[Cl:1])=[CH:12][CH:13]=3)=[O:18])[CH:31]=[CH:30][C:28]=2[N:29]=1. (2) Given the reactants OC(C(F)(F)F)=O.[NH:8]1[CH2:11][CH:10]([NH:12][C:13](=[O:34])[CH2:14][NH:15][C:16]2[C:24]3[C:19](=[CH:20][CH:21]=[C:22]([C:25]([F:28])([F:27])[F:26])[CH:23]=3)[N:18]([CH2:29][C:30]([F:33])([F:32])[F:31])[N:17]=2)[CH2:9]1.[CH2:35]([O:37][C:38]([CH:40]1[CH2:45][CH2:44][C:43](=O)[CH2:42][CH2:41]1)=[O:39])[CH3:36], predict the reaction product. The product is: [CH2:35]([O:37][C:38]([CH:40]1[CH2:45][CH2:44][CH:43]([N:8]2[CH2:11][CH:10]([NH:12][C:13](=[O:34])[CH2:14][NH:15][C:16]3[C:24]4[C:19](=[CH:20][CH:21]=[C:22]([C:25]([F:27])([F:28])[F:26])[CH:23]=4)[N:18]([CH2:29][C:30]([F:31])([F:32])[F:33])[N:17]=3)[CH2:9]2)[CH2:42][CH2:41]1)=[O:39])[CH3:36]. (3) Given the reactants [CH3:1][O:2][C:3](=[O:22])[C:4]1[CH:9]=[C:8](Br)[C:7]([NH2:11])=[C:6]([F:12])[C:5]=1[NH:13][C:14]1[CH:19]=[CH:18][C:17]([Cl:20])=[CH:16][C:15]=1[Cl:21].[C:23](N)(C)([CH3:25])[CH3:24], predict the reaction product. The product is: [CH3:1][O:2][C:3](=[O:22])[C:4]1[CH:9]=[C:8]([C:23]([CH3:25])=[CH2:24])[C:7]([NH2:11])=[C:6]([F:12])[C:5]=1[NH:13][C:14]1[CH:19]=[CH:18][C:17]([Cl:20])=[CH:16][C:15]=1[Cl:21]. (4) The product is: [CH2:1]=[CH:2][C:3]1[CH:8]=[CH:7][CH:6]=[CH:5][CH:4]=1.[C:13]([O:18][CH3:19])(=[O:17])[C:14]([CH3:16])=[CH2:15]. Given the reactants [CH2:1]=[CH:2][C:3]1[CH:8]=[CH:7][CH:6]=[CH:5][CH:4]=1.C=CC=C.[C:13]([O:18][CH3:19])(=[O:17])[C:14]([CH3:16])=[CH2:15].C([Al](OC1C(C(C)(C)C)=CC(C)=CC=1C(C)(C)C)OC1C(C(C)(C)C)=CC(C)=CC=1C(C)(C)C)C(C)C.C([Al](CC(C)C)OC1C(C(C)(C)C)=CC(C)=CC=1C(C)(C)C)C(C)C, predict the reaction product. (5) Given the reactants C([O:3][C:4](=[O:23])[CH2:5][N:6]([CH2:16][C:17]1[CH:22]=[CH:21][CH:20]=[CH:19][CH:18]=1)[CH2:7][C:8]1[CH:13]=[CH:12][CH:11]=[C:10]([O:14][CH3:15])[CH:9]=1)C.[OH-].[Na+], predict the reaction product. The product is: [CH2:16]([N:6]([CH2:5][C:4]([OH:23])=[O:3])[CH2:7][C:8]1[CH:13]=[CH:12][CH:11]=[C:10]([O:14][CH3:15])[CH:9]=1)[C:17]1[CH:22]=[CH:21][CH:20]=[CH:19][CH:18]=1. (6) Given the reactants [C:1]([NH:8][CH2:9][CH2:10][C:11]([OH:13])=O)([O:3][C:4]([CH3:7])([CH3:6])[CH3:5])=[O:2].[CH3:14][C:15]1([CH3:23])[O:22][C:20](=[O:21])[CH2:19][C:17](=[O:18])[O:16]1.Cl.CN(C)CCCN=C=NCC, predict the reaction product. The product is: [C:4]([O:3][C:1](=[O:2])[NH:8][CH2:9][CH2:10][C:11]([CH:19]1[C:20](=[O:21])[O:22][C:15]([CH3:23])([CH3:14])[O:16][C:17]1=[O:18])=[O:13])([CH3:5])([CH3:6])[CH3:7].